This data is from Forward reaction prediction with 1.9M reactions from USPTO patents (1976-2016). The task is: Predict the product of the given reaction. (1) Given the reactants [CH3:1][O:2][C:3]([C:5]1[O:6][C:7](Br)=[CH:8][CH:9]=1)=[O:4].C(=O)([O-])O.[Na+].[CH2:16]([OH:19])[CH:17]=[CH2:18].O, predict the reaction product. The product is: [CH:16]([CH2:17][CH2:18][C:7]1[O:6][C:5]([C:3]([O:2][CH3:1])=[O:4])=[CH:9][CH:8]=1)=[O:19]. (2) Given the reactants [Cl:1][C:2]1[CH:3]=[C:4]([CH:8]=[CH:9][C:10]=1[C:11](=[O:26])[NH:12][C:13]1[CH:18]=[CH:17][C:16]([Cl:19])=[C:15]([C:20]2[CH:25]=[CH:24][CH:23]=[CH:22][N:21]=2)[CH:14]=1)[C:5]([OH:7])=O.[NH2:27][CH:28]1[CH2:33][CH2:32][N:31]([CH3:34])[CH2:30][CH2:29]1, predict the reaction product. The product is: [Cl:1][C:2]1[CH:3]=[C:4]([C:5]([NH:27][CH:28]2[CH2:33][CH2:32][N:31]([CH3:34])[CH2:30][CH2:29]2)=[O:7])[CH:8]=[CH:9][C:10]=1[C:11]([NH:12][C:13]1[CH:18]=[CH:17][C:16]([Cl:19])=[C:15]([C:20]2[CH:25]=[CH:24][CH:23]=[CH:22][N:21]=2)[CH:14]=1)=[O:26]. (3) The product is: [NH2:1][C:2]1[C:3]([F:32])=[CH:4][C:5]([CH2:6][C@H:7]2[C@H:15]3[C@@H:11]([N:12]([CH2:17][C:18]4[CH:23]=[CH:22][CH:21]=[C:20]([C:24]([CH3:26])([CH3:27])[CH3:25])[CH:19]=4)[C:13](=[O:16])[O:14]3)[CH2:10][S:9](=[O:28])(=[O:29])[CH2:8]2)=[CH:30][C:31]=1[Cl:33]. Given the reactants [NH2:1][C:2]1[CH:31]=[CH:30][C:5]([CH2:6][C@H:7]2[C@H:15]3[C@@H:11]([N:12]([CH2:17][C:18]4[CH:23]=[CH:22][CH:21]=[C:20]([C:24]([CH3:27])([CH3:26])[CH3:25])[CH:19]=4)[C:13](=[O:16])[O:14]3)[CH2:10][S:9](=[O:29])(=[O:28])[CH2:8]2)=[CH:4][C:3]=1[F:32].[Cl:33]N1C(=O)CCC1=O, predict the reaction product. (4) Given the reactants [CH:1]1[CH:6]=[C:5]([CH2:7][C:8]2C(O)=CC=CC=2)[C:4]([OH:15])=[CH:3][CH:2]=1.[NH2:16]C1C=CC=CC=1.C=O, predict the reaction product. The product is: [O:15]1[C:4]2[CH:3]=[CH:2][CH:1]=[CH:6][C:5]=2[CH:7]=[CH:8][NH:16]1. (5) Given the reactants [Cl:1][C:2]1[CH:3]=[C:4]([C:9]2([C:22]([F:25])([F:24])[F:23])[O:13][N:12]=[C:11]([C:14]3[CH:15]=[CH:16][C:17]([CH3:21])=[C:18]([CH:20]=3)[NH2:19])[CH2:10]2)[CH:5]=[C:6]([Cl:8])[CH:7]=1.[Br:26][C:27]1[CH:28]=[C:29]([CH:33]=[CH:34][CH:35]=1)[C:30](O)=[O:31].Cl.C(N(CC)CCCN=C=NCC)C.C(=O)([O-])O.[Na+], predict the reaction product. The product is: [Cl:1][C:2]1[CH:3]=[C:4]([C:9]2([C:22]([F:23])([F:25])[F:24])[O:13][N:12]=[C:11]([C:14]3[CH:15]=[CH:16][C:17]([CH3:21])=[C:18]([NH:19][C:30](=[O:31])[C:29]4[CH:33]=[CH:34][CH:35]=[C:27]([Br:26])[CH:28]=4)[CH:20]=3)[CH2:10]2)[CH:5]=[C:6]([Cl:8])[CH:7]=1. (6) The product is: [CH:1]1([C:7]2([CH3:15])[N:11]([CH3:12])[C:10](=[O:13])[N:9]([CH2:20][C:21](=[O:22])[C:23]3[CH:24]=[N:25][CH:26]=[CH:27][CH:28]=3)[C:8]2=[O:14])[CH2:6][CH2:5][CH2:4][CH:3]=[CH:2]1. Given the reactants [CH:1]1([C:7]2([CH3:15])[N:11]([CH3:12])[C:10](=[O:13])[NH:9][C:8]2=[O:14])[CH2:6][CH2:5][CH2:4][CH:3]=[CH:2]1.[H-].[Na+].Br.Br[CH2:20][C:21]([C:23]1[CH:24]=[N:25][CH:26]=[CH:27][CH:28]=1)=[O:22], predict the reaction product. (7) The product is: [CH3:6][O:10][C:11]1[CH:20]=[CH:19][C:18]2[CH:17]([C:21]([O:23][CH2:24][CH3:25])=[O:22])[N:16]([C:26]([O:28][C:29]([CH3:31])([CH3:30])[CH3:32])=[O:27])[CH2:15][CH2:14][C:13]=2[N:12]=1. Given the reactants F[B-](F)(F)F.[CH3:6][O+](C)C.[OH:10][C:11]1[CH:20]=[CH:19][C:18]2[CH:17]([C:21]([O:23][CH2:24][CH3:25])=[O:22])[N:16]([C:26]([O:28][C:29]([CH3:32])([CH3:31])[CH3:30])=[O:27])[CH2:15][CH2:14][C:13]=2[N:12]=1.C(=O)([O-])O.[Na+], predict the reaction product. (8) Given the reactants [CH:1]([O:4][C:5]1[C:10]2[CH:11]=[C:12]([C:14]([O-:16])=[O:15])[O:13][C:9]=2[CH:8]=[CH:7][CH:6]=1)([CH3:3])[CH3:2].[OH-].[Na+], predict the reaction product. The product is: [CH:1]([O:4][C:5]1[C:10]2[CH:11]=[C:12]([C:14]([OH:16])=[O:15])[O:13][C:9]=2[CH:8]=[CH:7][CH:6]=1)([CH3:3])[CH3:2].